Dataset: M1 muscarinic receptor antagonist screen with 61,756 compounds. Task: Binary Classification. Given a drug SMILES string, predict its activity (active/inactive) in a high-throughput screening assay against a specified biological target. (1) The drug is s1c2nc(cc(c2c(N)c1C(OC(C)C)=O)COC)C. The result is 0 (inactive). (2) The drug is S(C1CCOC1=O)c1n(c2c(n1)cccc2)c1ccc(OC)cc1. The result is 0 (inactive).